Dataset: Forward reaction prediction with 1.9M reactions from USPTO patents (1976-2016). Task: Predict the product of the given reaction. (1) Given the reactants I[C:2]1[CH:3]=[C:4]([OH:8])[CH:5]=[CH:6][CH:7]=1.[C:9]([C:11]1[CH:12]=[N:13][CH:14]=[C:15]([CH:18]=1)[C:16]#[N:17])#[CH:10], predict the reaction product. The product is: [OH:8][C:4]1[CH:3]=[C:2]([C:10]#[C:9][C:11]2[CH:12]=[N:13][CH:14]=[C:15]([CH:18]=2)[C:16]#[N:17])[CH:7]=[CH:6][CH:5]=1. (2) Given the reactants [CH2:1]([O:5][C:6]1[CH:11]=[CH:10][C:9](/[CH:12]=[CH:13]/[C:14]([OH:16])=[O:15])=[CH:8][C:7]=1[O:17][CH3:18])[CH2:2][CH2:3][CH3:4].[Cl:19][CH2:20][CH2:21][CH2:22][CH2:23][CH2:24][CH2:25]O.C1(C)C=CC(S([O-])(=O)=O)=CC=1.CN(C)C1C=C[NH+]=CC=1.C1(N=C=NC2CCCCC2)CCCCC1, predict the reaction product. The product is: [CH2:1]([O:5][C:6]1[CH:11]=[CH:10][C:9](/[CH:12]=[CH:13]/[C:14]([O:16][CH2:25][CH2:24][CH2:23][CH2:22][CH2:21][CH2:20][Cl:19])=[O:15])=[CH:8][C:7]=1[O:17][CH3:18])[CH2:2][CH2:3][CH3:4]. (3) Given the reactants [CH2:1]([O:8][C@@H:9]1[CH2:13][CH2:12][CH2:11][C@H:10]1[NH2:14])[C:2]1[CH:7]=[CH:6][CH:5]=[CH:4][CH:3]=1.[CH2:15]1[CH2:21][S:18](=[O:20])(=[O:19])[O:17][CH2:16]1, predict the reaction product. The product is: [CH2:1]([O:8][C@@H:9]1[CH2:13][CH2:12][CH2:11][C@H:10]1[NH:14][CH2:16][CH2:15][CH2:21][S:18]([OH:20])(=[O:19])=[O:17])[C:2]1[CH:7]=[CH:6][CH:5]=[CH:4][CH:3]=1. (4) Given the reactants [CH2:1]([C:3]1[C:11]2[C:6](=[CH:7][CH:8]=[CH:9][C:10]=2[NH:12][C:13]([C:15]2[N:19]3[CH:20]=[CH:21][C:22]([CH2:24][CH2:25][CH2:26]O)=[CH:23][C:18]3=[N:17][CH:16]=2)=[O:14])[N:5]([CH2:28][C:29]2[CH:34]=[CH:33][CH:32]=[C:31]([CH3:35])[N:30]=2)[N:4]=1)[CH3:2].C(N(CC)CC)C.CS(Cl)(=O)=O.[CH3:48][N:49]1[CH2:54][CH2:53][NH:52][CH2:51][CH2:50]1, predict the reaction product. The product is: [CH2:1]([C:3]1[C:11]2[C:6](=[CH:7][CH:8]=[CH:9][C:10]=2[NH:12][C:13]([C:15]2[N:19]3[CH:20]=[CH:21][C:22]([CH2:24][CH2:25][CH2:26][N:52]4[CH2:53][CH2:54][N:49]([CH3:48])[CH2:50][CH2:51]4)=[CH:23][C:18]3=[N:17][CH:16]=2)=[O:14])[N:5]([CH2:28][C:29]2[CH:34]=[CH:33][CH:32]=[C:31]([CH3:35])[N:30]=2)[N:4]=1)[CH3:2]. (5) Given the reactants [N:1]([C:4]1[CH:17]=[CH:16][C:7]([O:8][C:9]2[C:14]([CH3:15])=[CH:13][CH:12]=[CH:11][N:10]=2)=[CH:6][CH:5]=1)=[C:2]=S.[NH2:18][C:19]1[CH:24]=[CH:23][CH:22]=[CH:21][C:20]=1[OH:25].C1(N=C=NC2CCCCC2)CCCCC1, predict the reaction product. The product is: [CH3:15][C:14]1[C:9]([O:8][C:7]2[CH:16]=[CH:17][C:4]([NH:1][C:2]3[O:25][C:20]4[CH:21]=[CH:22][CH:23]=[CH:24][C:19]=4[N:18]=3)=[CH:5][CH:6]=2)=[N:10][CH:11]=[CH:12][CH:13]=1. (6) Given the reactants [C:1]([NH:9][NH2:10])(=[O:8])[C:2]1[CH:7]=[CH:6][CH:5]=[CH:4][CH:3]=1.[CH:11](=O)[CH2:12][CH2:13][CH2:14][CH2:15][CH2:16][CH2:17][CH2:18][CH2:19][CH:20]=[CH2:21], predict the reaction product. The product is: [CH:21](=[N:10]/[NH:9][C:1](=[O:8])[C:2]1[CH:7]=[CH:6][CH:5]=[CH:4][CH:3]=1)\[CH2:20][CH2:19][CH2:18][CH2:17][CH2:16][CH2:15][CH2:14][CH2:13][CH:12]=[CH2:11].